This data is from Experimentally validated miRNA-target interactions with 360,000+ pairs, plus equal number of negative samples. The task is: Binary Classification. Given a miRNA mature sequence and a target amino acid sequence, predict their likelihood of interaction. (1) The miRNA is hsa-miR-4735-5p with sequence CCUAAUUUGAACACCUUCGGUA. The protein sequence of the target gene is MANENHGSPREEASLLSHSPGTSNQSQPCSPKPIRLVQDLPEELVHAGWEKCWSRRENRPYYFNRFTNQSLWEMPVLGQHDVISDPLGLNATPLPQDSSLVETPPAENKPRKRQLSEEQPSGNGVKKPKIEIPVTPTGQSVPSSPSIPGTPTLKMWGTSPEDKQQAALLRPTEVYWDLDIQTNAVIKHRGPSEVLPPHPEVELLRSQLILKLRQHYRELCQQREGIEPPRESFNRWMLERKVVDKGSDPLLPSNCEPVVSPSMFREIMNDIPIRLSRIKFREEAKRLLFKYAEAARRLIE.... Result: 0 (no interaction). (2) The protein sequence of the target gene is MATAMDWLPWSLLLFSLMCETSAFYVPGVAPINFHQNDPVEIKAVKLTSSRTQLPYEYYSLPFCQPSKITYKAENLGEVLRGDRIVNTPFQVLMNSEKKCEVLCSQSNKPVTLTVEQSRLVAERITEDYYVHLIADNLPVATRLELYSNRDSDDKKKEKDVQFEHGYRLGFTDVNKIYLHNHLSFILYYHREDMEEDQEHTYRVVRFEVIPQSIRLEDLKADEKSSCTLPEGTNSSPQEIDPTKENQLYFTYSVHWEESDIKWASRWDTYLTMSDVQIHWFSIINSVVVVFFLSGILSMI.... The miRNA is hsa-miR-4255 with sequence CAGUGUUCAGAGAUGGA. Result: 0 (no interaction).